From a dataset of Forward reaction prediction with 1.9M reactions from USPTO patents (1976-2016). Predict the product of the given reaction. (1) Given the reactants [CH3:1][O:2][C:3]1[CH:4]=[C:5]([CH2:11][CH2:12][NH2:13])[CH:6]=[CH:7][C:8]=1[O:9][CH3:10].[CH3:14][O:15][C:16]1[CH:17]=[C:18]([CH2:26][C:27](O)=[O:28])[CH:19]=[C:20]([O:24][CH3:25])[C:21]=1[O:22][CH3:23], predict the reaction product. The product is: [CH3:1][O:2][C:3]1[CH:4]=[C:5]([CH2:11][CH2:12][NH:13][C:27](=[O:28])[CH2:26][C:18]2[CH:19]=[C:20]([O:24][CH3:25])[C:21]([O:22][CH3:23])=[C:16]([O:15][CH3:14])[CH:17]=2)[CH:6]=[CH:7][C:8]=1[O:9][CH3:10]. (2) Given the reactants Cl.[F:2][C:3]1([F:8])[CH2:7][CH2:6][NH:5][CH2:4]1.CCN(C(C)C)C(C)C.Cl[C:19]1[C:38]([C:39]2[NH:43][N:42]=[CH:41][CH:40]=2)=[CH:37][C:22]([C:23]([NH:25][C:26]2[CH:31]=[CH:30][C:29]([O:32][C:33]([Cl:36])([F:35])[F:34])=[CH:28][CH:27]=2)=[O:24])=[CH:21][N:20]=1.O, predict the reaction product. The product is: [Cl:36][C:33]([F:34])([F:35])[O:32][C:29]1[CH:28]=[CH:27][C:26]([NH:25][C:23](=[O:24])[C:22]2[CH:37]=[C:38]([C:39]3[NH:43][N:42]=[CH:41][CH:40]=3)[C:19]([N:5]3[CH2:6][CH2:7][C:3]([F:8])([F:2])[CH2:4]3)=[N:20][CH:21]=2)=[CH:31][CH:30]=1. (3) Given the reactants CN(C)/[CH:3]=[CH:4]/[C:5]([C:7]1[C:12](=[O:13])[CH:11]=[CH:10][N:9]([C:14]2[CH:19]=[CH:18][CH:17]=[C:16]([S:20]([C:23]([F:26])([F:25])[F:24])(=[O:22])=[O:21])[CH:15]=2)[N:8]=1)=O.[Cl:28][C:29]1[C:30]([F:37])=[C:31]([NH:35][NH2:36])[CH:32]=[CH:33][CH:34]=1, predict the reaction product. The product is: [Cl:28][C:29]1[C:30]([F:37])=[C:31]([N:35]2[C:5]([C:7]3[C:12](=[O:13])[CH:11]=[CH:10][N:9]([C:14]4[CH:19]=[CH:18][CH:17]=[C:16]([S:20]([C:23]([F:26])([F:24])[F:25])(=[O:22])=[O:21])[CH:15]=4)[N:8]=3)=[CH:4][CH:3]=[N:36]2)[CH:32]=[CH:33][CH:34]=1. (4) The product is: [ClH:43].[ClH:43].[NH:29]1[C:30]2[C:26](=[CH:25][C:24]([NH:23][C:21]3[C:20]4[C:15](=[CH:16][C:17]([O:44][CH3:45])=[C:18]([O:40][CH2:41][CH2:42][N:50]5[CH2:51][CH2:52][N:47]([CH3:46])[CH2:48][CH2:49]5)[CH:19]=4)[N:14]=[C:13]([C:9]4[CH:8]=[C:7]([NH:6][C:1](=[O:5])[CH2:2][CH2:3][CH3:4])[CH:12]=[CH:11][CH:10]=4)[N:22]=3)=[CH:32][CH:31]=2)[CH:27]=[N:28]1. Given the reactants [C:1]([NH:6][C:7]1[CH:8]=[C:9]([C:13]2[N:22]=[C:21]([NH:23][C:24]3[CH:25]=[C:26]4[C:30](=[CH:31][CH:32]=3)[N:29](C(OC(C)(C)C)=O)[N:28]=[CH:27]4)[C:20]3[C:15](=[CH:16][C:17]([O:44][CH3:45])=[C:18]([O:40][CH2:41][CH2:42][Cl:43])[CH:19]=3)[N:14]=2)[CH:10]=[CH:11][CH:12]=1)(=[O:5])[CH2:2][CH2:3][CH3:4].[CH3:46][N:47]1[CH2:52][CH2:51][NH:50][CH2:49][CH2:48]1, predict the reaction product. (5) The product is: [C:11]([O:10][C:8](=[O:9])[N:1]([C@H:2]([C:4](=[O:6])[NH:55][C@@H:56]1[C:62](=[O:63])[N:61]([CH2:64][C:65]2[C:74]3[C:69](=[C:70]([Br:75])[CH:71]=[CH:72][CH:73]=3)[CH:68]=[CH:67][C:66]=2[O:76][CH3:77])[C:60]2[CH:78]=[CH:79][CH:80]=[CH:81][C:59]=2[NH:58][CH2:57]1)[CH3:3])[CH3:7])([CH3:14])([CH3:13])[CH3:12]. Given the reactants [N:1]([C:8]([O:10][C:11]([CH3:14])([CH3:13])[CH3:12])=[O:9])([CH3:7])[C@H:2]([C:4]([OH:6])=O)[CH3:3].CCN(C(C)C)C(C)C.CN(C(ON1N=NC2C=CC=NC1=2)=[N+](C)C)C.F[P-](F)(F)(F)(F)F.FC(F)(F)C(O)=O.[NH2:55][C@@H:56]1[C:62](=[O:63])[N:61]([CH2:64][C:65]2[C:74]3[C:69](=[C:70]([Br:75])[CH:71]=[CH:72][CH:73]=3)[CH:68]=[CH:67][C:66]=2[O:76][CH3:77])[C:60]2[CH:78]=[CH:79][CH:80]=[CH:81][C:59]=2[NH:58][CH2:57]1, predict the reaction product. (6) Given the reactants [Br:1][CH2:2][C:3]([C:5]1[CH:10]=[CH:9][C:8]([Cl:11])=[CH:7][C:6]=1[Cl:12])=[O:4].[CH:13](OC)(OC)[O:14]C.O.[C:21]1(C)C=CC(S(O)(=O)=O)=CC=1, predict the reaction product. The product is: [Br:1][CH2:2][C:3]([C:5]1[CH:10]=[CH:9][C:8]([Cl:11])=[CH:7][C:6]=1[Cl:12])([O:14][CH3:13])[O:4][CH3:21]. (7) Given the reactants [NH2:1][C:2]1[S:6][C:5]([C:7]2[CH:12]=[CH:11][C:10]([Cl:13])=[CH:9][CH:8]=2)=[N:4][C:3]=1[C:14]([NH2:16])=[O:15].Br[C:18]1[N:23]=[C:22]([CH2:24][N:25]2[CH2:30][CH2:29][O:28][CH2:27][CH2:26]2)[CH:21]=[CH:20][CH:19]=1.CC(C1C=C(C(C)C)C(C2C=CC=CC=2P(C2CCCCC2)C2CCCCC2)=C(C(C)C)C=1)C.C(=O)([O-])[O-].[K+].[K+], predict the reaction product. The product is: [Cl:13][C:10]1[CH:9]=[CH:8][C:7]([C:5]2[S:6][C:2]([NH:1][C:18]3[CH:19]=[CH:20][CH:21]=[C:22]([CH2:24][N:25]4[CH2:30][CH2:29][O:28][CH2:27][CH2:26]4)[N:23]=3)=[C:3]([C:14]([NH2:16])=[O:15])[N:4]=2)=[CH:12][CH:11]=1.